From a dataset of Full USPTO retrosynthesis dataset with 1.9M reactions from patents (1976-2016). Predict the reactants needed to synthesize the given product. (1) Given the product [CH2:44]([C:2]1([C:14]([O:16][CH3:17])=[O:15])[CH2:3][N:4]([C:7]([O:9][C:10]([CH3:12])([CH3:13])[CH3:11])=[O:8])[CH2:5][CH2:6][N:1]1[C:18]([O:20][CH2:21][C:22]1[CH:27]=[CH:26][CH:25]=[CH:24][CH:23]=1)=[O:19])[CH3:45], predict the reactants needed to synthesize it. The reactants are: [N:1]1([C:18]([O:20][CH2:21][C:22]2[CH:27]=[CH:26][CH:25]=[CH:24][CH:23]=2)=[O:19])[CH2:6][CH2:5][N:4]([C:7]([O:9][C:10]([CH3:13])([CH3:12])[CH3:11])=[O:8])[CH2:3][CH:2]1[C:14]([O:16][CH3:17])=[O:15].C[Si](C)(C)N[Si](C)(C)C.[K].FC(F)(F)S(O[CH2:44][CH3:45])(=O)=O. (2) Given the product [CH3:10][C:11]1[CH:12]=[CH:13][C:14]([N:5]2[CH:6]=[N:7][C:3]([C:2]([F:9])([F:8])[F:1])=[N:4]2)=[C:15]([CH3:17])[CH:16]=1, predict the reactants needed to synthesize it. The reactants are: [F:1][C:2]([F:9])([F:8])[C:3]1[N:7]=[CH:6][NH:5][N:4]=1.[CH3:10][C:11]1[CH:16]=[C:15]([CH3:17])[CH:14]=[CH:13][C:12]=1B1OBOBO1.N1C=CC=CC=1.Cl. (3) Given the product [Cl:1][C:2]1[CH:3]=[CH:4][C:5]([CH2:6][NH:7][C:8]([C:10]2[C:19](=[O:20])[C:18]3[C:13]4=[C:14]([O:25][CH2:26][CH2:27][N:12]4[CH:11]=2)[CH:15]=[C:16]([C:21]#[C:22][CH2:23][O:24][Si:33]([CH:37]([CH3:39])[CH3:38])([CH:34]([CH3:36])[CH3:35])[CH:31]([CH3:32])[CH3:30])[CH:17]=3)=[O:9])=[CH:28][CH:29]=1, predict the reactants needed to synthesize it. The reactants are: [Cl:1][C:2]1[CH:29]=[CH:28][C:5]([CH2:6][NH:7][C:8]([C:10]2[C:19](=[O:20])[C:18]3[C:13]4=[C:14]([O:25][CH2:26][CH2:27][N:12]4[CH:11]=2)[CH:15]=[C:16]([C:21]#[C:22][CH2:23][OH:24])[CH:17]=3)=[O:9])=[CH:4][CH:3]=1.[CH3:30][CH:31]([Si:33](Cl)([CH:37]([CH3:39])[CH3:38])[CH:34]([CH3:36])[CH3:35])[CH3:32].